Dataset: Forward reaction prediction with 1.9M reactions from USPTO patents (1976-2016). Task: Predict the product of the given reaction. (1) The product is: [F:1][CH:2]([F:13])[O:3][CH2:4][C@@H:5]1[CH2:8][CH2:7][C@H:6]1[C:9]([OH:11])=[O:10]. Given the reactants [F:1][CH:2]([F:13])[O:3][CH2:4][C@@H:5]1[CH2:8][CH2:7][C@H:6]1[C:9]([O:11]C)=[O:10].CO.[OH-].[Na+], predict the reaction product. (2) The product is: [F:1][C:2]1[C:7]([F:8])=[CH:6][CH:5]=[CH:4][C:3]=1[C@@H:9]1[CH2:19][CH:18]=[CH:17][C:12]2=[N:13][CH:14]=[CH:15][CH:16]=[C:11]2[CH2:10]1. Given the reactants [F:1][C:2]1[C:7]([F:8])=[CH:6][CH:5]=[CH:4][C:3]=1[C@@H:9]1[CH2:19][CH2:18][C@@H:17](O)[C:12]2=[N:13][CH:14]=[CH:15][CH:16]=[C:11]2[CH2:10]1.[OH-].COC(NS([N+](CC)(CC)CC)(=O)=O)=O, predict the reaction product. (3) The product is: [NH2:21][C:9]1[CH:8]=[CH:7][C:6]([O:5][C:4]2[CH:24]=[CH:25][C:26]([F:27])=[C:2]([F:1])[CH:3]=2)=[CH:11][C:10]=1[CH2:12][NH:13][C:14](=[O:20])[O:15][C:16]([CH3:18])([CH3:17])[CH3:19]. Given the reactants [F:1][C:2]1[CH:3]=[C:4]([CH:24]=[CH:25][C:26]=1[F:27])[O:5][C:6]1[CH:7]=[CH:8][C:9]([N+:21]([O-])=O)=[C:10]([CH2:12][NH:13][C:14](=[O:20])[O:15][C:16]([CH3:19])([CH3:18])[CH3:17])[CH:11]=1.[Cl-].[NH4+].C(O)C, predict the reaction product. (4) Given the reactants C(O[C:6](=[O:40])[NH:7][CH:8]([CH2:31][C:32]1[CH:37]=[C:36]([F:38])[CH:35]=[C:34]([F:39])[CH:33]=1)[CH:9]([OH:30])[CH2:10][NH:11][C:12]1([C:21]2[CH:26]=[CH:25][CH:24]=[C:23]([CH:27]([CH3:29])[CH3:28])[CH:22]=2)[CH2:17][CH2:16][N:15]([CH2:18][CH3:19])[C:14](=[O:20])[CH2:13]1)(C)(C)C.[CH:41](Cl)(Cl)Cl, predict the reaction product. The product is: [F:39][C:34]1[CH:33]=[C:32]([CH:37]=[C:36]([F:38])[CH:35]=1)[CH2:31][C@H:8]([NH:7][C:6](=[O:40])[CH3:41])[C@H:9]([OH:30])[CH2:10][NH:11][C:12]1([C:21]2[CH:26]=[CH:25][CH:24]=[C:23]([CH:27]([CH3:29])[CH3:28])[CH:22]=2)[CH2:17][CH2:16][N:15]([CH2:18][CH3:19])[C:14](=[O:20])[CH2:13]1. (5) The product is: [CH2:1]([O:3][C:4](=[O:11])[CH2:5][C:6]1[N:7]=[N:8][N:9]([C:26]([CH3:28])([CH3:27])[CH3:25])[N:10]=1)[CH3:2]. Given the reactants [CH2:1]([O:3][C:4](=[O:11])[CH2:5][C:6]1[N:7]=[N:8][NH:9][N:10]=1)[CH3:2].S(=O)(=O)(O)O.C(OCC)(=O)C.[OH-].[Na+].[CH3:25][C:26](O)([CH3:28])[CH3:27], predict the reaction product. (6) Given the reactants [CH2:1]([O:3][C:4]([N:6]1[C:15]2[C:10](=[N:11][C:12]([O:16][CH3:17])=[CH:13][CH:14]=2)[C@@H:9]([NH:18][C:19]2[N:24]=[C:23]([CH2:25][C:26]3[CH:31]=[C:30]([C:32]([F:35])([F:34])[F:33])[CH:29]=[C:28]([C:36]([F:39])([F:38])[F:37])[CH:27]=3)[C:22]([CH2:40][CH2:41][C:42]#[N:43])=[CH:21][N:20]=2)[CH2:8][C@H:7]1[CH2:44][CH3:45])=[O:5])[CH3:2].C(=O)([O-])[O-].[Na+].[Na+].Cl.[NH2:53][OH:54], predict the reaction product. The product is: [CH2:1]([O:3][C:4]([N:6]1[C:15]2[C:10](=[N:11][C:12]([O:16][CH3:17])=[CH:13][CH:14]=2)[C@@H:9]([NH:18][C:19]2[N:24]=[C:23]([CH2:25][C:26]3[CH:27]=[C:28]([C:36]([F:39])([F:37])[F:38])[CH:29]=[C:30]([C:32]([F:33])([F:34])[F:35])[CH:31]=3)[C:22]([CH2:40][CH2:41][C:42](=[NH:43])[NH:53][OH:54])=[CH:21][N:20]=2)[CH2:8][C@H:7]1[CH2:44][CH3:45])=[O:5])[CH3:2].